This data is from Experimentally validated miRNA-target interactions with 360,000+ pairs, plus equal number of negative samples. The task is: Binary Classification. Given a miRNA mature sequence and a target amino acid sequence, predict their likelihood of interaction. The miRNA is hsa-miR-6889-3p with sequence UCUGUGCCCCUACUUCCCAG. The protein sequence of the target gene is MGEGHGDTFEGVSTDRLKLELLEEIHMKDVVQLSTLEIRHKIAELEANLNGDLAGSEWKTRYETQLELNDQLEKQIVSLKEKMEKMRGNPSDRLSSIRVYEKMPVESLNVLLKQLEKEKRSLESQVKEYAFRLEQESKAYHRTNNERRSYIAEMTQVSGSNQVSKRQQMDPLPRMKESPVKTGRHNSMNQKTTNAKKGPVKKVPRSNHLPKLNP. Result: 0 (no interaction).